This data is from Catalyst prediction with 721,799 reactions and 888 catalyst types from USPTO. The task is: Predict which catalyst facilitates the given reaction. (1) Reactant: [C:1]1([CH3:21])[CH:6]=[CH:5][CH:4]=[C:3]([NH:7][C:8]([N:10]2[CH2:15][CH2:14][N:13](C(OCC)=O)[CH2:12][CH2:11]2)=[O:9])[CH:2]=1.I[Si](C)(C)C. Product: [C:1]1([CH3:21])[CH:6]=[CH:5][CH:4]=[C:3]([NH:7][C:8]([N:10]2[CH2:15][CH2:14][NH:13][CH2:12][CH2:11]2)=[O:9])[CH:2]=1. The catalyst class is: 4. (2) Reactant: C(NCC[C:8]1[CH:13]=[CH:12][C:11]([OH:14])=[CH:10][CH:9]=1)(=O)CC.[H-].[Na+].C(O[CH2:21][CH3:22])(=O)C. Product: [C:22]1([O:14][C:11]2[CH:10]=[CH:9][CH:8]=[CH:13][CH:12]=2)[CH:21]=[CH:10][CH:9]=[CH:8][CH:13]=1. The catalyst class is: 7. (3) Reactant: C([N:4]1[C:8]([CH:9]2[CH2:11][CH2:10]2)=[CH:7][C:6]([NH:12][C:13]2[C:18]([C:19]#[CH:20])=[CH:17][N:16]=[C:15]([C:21]3[S:25][C:24]([S:26]([NH:29][C:30](=[O:32])[CH3:31])(=[O:28])=[O:27])=[CH:23][CH:22]=3)[N:14]=2)=[N:5]1)(=O)C.C([O-])([O-])=O.[K+].[K+]. Product: [CH:9]1([C:8]2[NH:4][N:5]=[C:6]([NH:12][C:13]3[C:18]([C:19]#[CH:20])=[CH:17][N:16]=[C:15]([C:21]4[S:25][C:24]([S:26]([NH:29][C:30](=[O:32])[CH3:31])(=[O:27])=[O:28])=[CH:23][CH:22]=4)[N:14]=3)[CH:7]=2)[CH2:11][CH2:10]1. The catalyst class is: 14. (4) Reactant: [CH2:1]([O:8][C:9]1[CH:14]=[CH:13][C:12](Br)=[C:11]([O:16][CH3:17])[CH:10]=1)[C:2]1[CH:7]=[CH:6][CH:5]=[CH:4][CH:3]=1.[Li]CCCC.[CH2:23]([O:30][C:31]1[CH:60]=[CH:59][C:34]([C:35]([C:37]2[N:38]([S:49]([C:52]3[CH:58]=[CH:57][C:55]([CH3:56])=[CH:54][CH:53]=3)(=[O:51])=[O:50])[CH:39]=[CH:40][C:41]=2[N:42]2[CH:46]=[CH:45][CH:44]=[C:43]2[CH:47]=[O:48])=[O:36])=[C:33]([O:61][CH3:62])[CH:32]=1)[C:24]1[CH:29]=[CH:28][CH:27]=[CH:26][CH:25]=1. Product: [CH2:23]([O:30][C:31]1[CH:60]=[CH:59][C:34]([C:35]([C:37]2[N:38]([S:49]([C:52]3[CH:53]=[CH:54][C:55]([CH3:56])=[CH:57][CH:58]=3)(=[O:51])=[O:50])[CH:39]=[CH:40][C:41]=2[N:42]2[CH:46]=[CH:45][CH:44]=[C:43]2[CH:47]([C:12]2[CH:13]=[CH:14][C:9]([O:8][CH2:1][C:2]3[CH:3]=[CH:4][CH:5]=[CH:6][CH:7]=3)=[CH:10][C:11]=2[O:16][CH3:17])[OH:48])=[O:36])=[C:33]([O:61][CH3:62])[CH:32]=1)[C:24]1[CH:29]=[CH:28][CH:27]=[CH:26][CH:25]=1. The catalyst class is: 1. (5) Reactant: [CH2:1]([O:3][C:4]([C:6]1[CH:7]=[N:8][N:9]([C:11]2[N:15](COCCOC)[C:14]3[CH:22]=[CH:23][CH:24]=[C:25]([Cl:26])[C:13]=3[N:12]=2)[CH:10]=1)=[O:5])[CH3:2].Cl.O1CCOCC1. Product: [CH2:1]([O:3][C:4]([C:6]1[CH:7]=[N:8][N:9]([C:11]2[NH:15][C:14]3[CH:22]=[CH:23][CH:24]=[C:25]([Cl:26])[C:13]=3[N:12]=2)[CH:10]=1)=[O:5])[CH3:2]. The catalyst class is: 14. (6) Reactant: [CH2:1]([O:8][C:9]([C:11]1[C@@H:12]2[CH2:35][CH2:34][C@@H:33]([CH2:36][CH2:37][O:38][C:39](=[O:47])[C:40]3[CH:45]=[CH:44][C:43]([Br:46])=[CH:42][CH:41]=3)[N:13]2[C:14](=[N:18]S(C2C(C)=CC(OC)=C(C)C=2C)(=O)=O)[NH:15][C:16]=1[CH3:17])=[O:10])[C:2]1[CH:7]=[CH:6][CH:5]=[CH:4][CH:3]=1.C(O)(C(F)(F)F)=O.[Br:55][C:56]1[CH:64]=[CH:63][C:59]([C:60](Cl)=[O:61])=[CH:58][CH:57]=1.NC(N)=N.CCN(CC)CC. Product: [CH2:1]([O:8][C:9]([C:11]1[C@@H:12]2[CH2:35][CH2:34][C@@H:33]([CH2:36][CH2:37][O:38][C:39](=[O:47])[C:40]3[CH:45]=[CH:44][C:43]([Br:46])=[CH:42][CH:41]=3)[N:13]2[C:14](=[N:18][C:60](=[O:61])[C:59]2[CH:63]=[CH:64][C:56]([Br:55])=[CH:57][CH:58]=2)[NH:15][C:16]=1[CH3:17])=[O:10])[C:2]1[CH:7]=[CH:6][CH:5]=[CH:4][CH:3]=1. The catalyst class is: 143. (7) Reactant: [Br:1][C:2]1[N:7]=[C:6](Cl)[C:5]([O:9][CH2:10][CH2:11][OH:12])=[CH:4][CH:3]=1.[OH-].[K+].C1OCCOCCOCCOCCOCCOC1. Product: [Br:1][C:2]1[N:7]=[C:6]2[O:12][CH2:11][CH2:10][O:9][C:5]2=[CH:4][CH:3]=1. The catalyst class is: 133. (8) Reactant: [CH2:1]([O:3][C@@H:4]([CH2:10][C:11]1[CH:16]=[CH:15][C:14]([OH:17])=[CH:13][CH:12]=1)[C:5]([O:7][CH2:8][CH3:9])=[O:6])[CH3:2].C(=O)([O-])[O-].[K+].[K+].[CH3:24][C:25]1[O:29][C:28]([C:30]2[S:31][CH:32]=[CH:33][CH:34]=2)=[N:27][C:26]=1[CH2:35][CH2:36]S(OC)(=O)=O.O. Product: [CH2:1]([O:3][C@@H:4]([CH2:10][C:11]1[CH:12]=[CH:13][C:14]([O:17][CH2:36][CH2:35][C:26]2[N:27]=[C:28]([C:30]3[S:31][CH:32]=[CH:33][CH:34]=3)[O:29][C:25]=2[CH3:24])=[CH:15][CH:16]=1)[C:5]([O:7][CH2:8][CH3:9])=[O:6])[CH3:2]. The catalyst class is: 11.